Task: Predict the reaction yield, written as a fraction of the theoretical maximum amount of product (1.0 means a 100% yield; for example, 0.34 means a 34% yield).. Dataset: Reaction yield outcomes from USPTO patents with 853,638 reactions (1) The reactants are Br[C:2]1[CH:7]=[CH:6][C:5]([C:8]2([OH:12])[CH2:11][CH2:10][CH2:9]2)=[CH:4][C:3]=1[F:13].[CH3:14][C:15]1([CH3:29])[CH2:20][O:19][B:18]([B:18]2[O:19][CH2:20][C:15]([CH3:29])([CH3:14])[CH2:16][O:17]2)[O:17][CH2:16]1.[K]. The catalyst is O1CCOCC1.O.C1C=CC(P(C2C=CC=CC=2)[C-]2C=CC=C2)=CC=1.C1C=CC(P(C2C=CC=CC=2)[C-]2C=CC=C2)=CC=1.Cl[Pd]Cl.[Fe+2]. The product is [CH3:14][C:15]1([CH3:29])[CH2:20][O:19][B:18]([C:2]2[CH:7]=[CH:6][C:5]([C:8]3([OH:12])[CH2:11][CH2:10][CH2:9]3)=[CH:4][C:3]=2[F:13])[O:17][CH2:16]1. The yield is 0.620. (2) The reactants are Br[C:2]1[C:10]2[C:5](=[CH:6][CH:7]=[C:8]([C:11]#[N:12])[CH:9]=2)[N:4]([CH:13]2[CH2:18][CH2:17][CH2:16][CH2:15][O:14]2)[N:3]=1.[CH3:19][O:20][C:21]1[CH:26]=[CH:25][C:24](B(O)O)=[CH:23][CH:22]=1.P([O-])([O-])([O-])=O.[K+].[K+].[K+].COCCOC. The yield is 0.770. The catalyst is C(Cl)Cl.C1(P(C2C=CC=CC=2)[C-]2C=CC=C2)C=CC=CC=1.[C-]1(P(C2C=CC=CC=2)C2C=CC=CC=2)C=CC=C1.[Fe+2]. The product is [CH3:19][O:20][C:21]1[CH:26]=[CH:25][C:24]([C:2]2[C:10]3[C:5](=[CH:6][CH:7]=[C:8]([C:11]#[N:12])[CH:9]=3)[N:4]([CH:13]3[CH2:18][CH2:17][CH2:16][CH2:15][O:14]3)[N:3]=2)=[CH:23][CH:22]=1.